Dataset: CYP1A2 inhibition data for predicting drug metabolism from PubChem BioAssay. Task: Regression/Classification. Given a drug SMILES string, predict its absorption, distribution, metabolism, or excretion properties. Task type varies by dataset: regression for continuous measurements (e.g., permeability, clearance, half-life) or binary classification for categorical outcomes (e.g., BBB penetration, CYP inhibition). Dataset: cyp1a2_veith. (1) The compound is Cc1ccccc1NC(=O)C(C)c1cccc(C(=O)c2ccccc2)c1. The result is 1 (inhibitor). (2) The compound is CSc1nncc(-c2ccc(F)c(F)c2)n1. The result is 1 (inhibitor). (3) The compound is CN1CCCC1CCNC1C2CC3CC(C2)CC1C3. The result is 0 (non-inhibitor). (4) The result is 0 (non-inhibitor). The drug is O=C(O)[C@@H]1CCCN1Cc1c[nH]c2ccccc12.